This data is from NCI-60 drug combinations with 297,098 pairs across 59 cell lines. The task is: Regression. Given two drug SMILES strings and cell line genomic features, predict the synergy score measuring deviation from expected non-interaction effect. Drug 1: C1CC(=O)NC(=O)C1N2CC3=C(C2=O)C=CC=C3N. Drug 2: CC12CCC3C(C1CCC2O)C(CC4=C3C=CC(=C4)O)CCCCCCCCCS(=O)CCCC(C(F)(F)F)(F)F. Cell line: CAKI-1. Synergy scores: CSS=0.384, Synergy_ZIP=-3.18, Synergy_Bliss=-5.21, Synergy_Loewe=-1.90, Synergy_HSA=-2.52.